Dataset: Full USPTO retrosynthesis dataset with 1.9M reactions from patents (1976-2016). Task: Predict the reactants needed to synthesize the given product. (1) Given the product [C:3]([C:5]1[CH:10]=[CH:9][C:8]([NH:11][C:12](=[O:14])[CH3:13])=[CH:7][C:6]=1[NH:15][C:16](=[O:30])[CH2:17][CH:18]([C:20]1[CH:29]=[CH:28][C:27]2[C:22](=[CH:23][CH:24]=[CH:25][CH:26]=2)[CH:21]=1)[CH3:19])([OH:4])=[O:2], predict the reactants needed to synthesize it. The reactants are: C[O:2][C:3]([C:5]1[CH:10]=[CH:9][C:8]([NH:11][C:12](=[O:14])[CH3:13])=[CH:7][C:6]=1[NH:15][C:16](=[O:30])[CH2:17][CH:18]([C:20]1[CH:29]=[CH:28][C:27]2[C:22](=[CH:23][CH:24]=[CH:25][CH:26]=2)[CH:21]=1)[CH3:19])=[O:4].[OH-].[Na+]. (2) Given the product [F:1][C:2]1[CH:3]=[C:4]([C:15]2[CH:20]=[CH:19][CH:18]=[CH:17][C:16]=2[S:21](=[O:24])(=[O:23])[NH2:22])[CH:5]=[CH:6][C:7]=1[NH:8][C:9]([C:11]1([NH:14][C:40]([NH:39][C:36]2[CH:37]=[CH:38][C:33]([Cl:32])=[CH:34][CH:35]=2)=[O:41])[CH2:13][CH2:12]1)=[O:10], predict the reactants needed to synthesize it. The reactants are: [F:1][C:2]1[CH:3]=[C:4]([C:15]2[CH:20]=[CH:19][CH:18]=[CH:17][C:16]=2[S:21](=[O:24])(=[O:23])[NH2:22])[CH:5]=[CH:6][C:7]=1[NH:8][C:9]([C:11]1([NH2:14])[CH2:13][CH2:12]1)=[O:10].C(N(CC)CC)C.[Cl:32][C:33]1[CH:38]=[CH:37][C:36]([N:39]=[C:40]=[O:41])=[CH:35][CH:34]=1. (3) Given the product [CH2:31]([O:30][C:21]1[N:20]=[C:19]2[C:24]([NH:25][C:26]([O:27][CH3:28])=[N:18]2)=[C:23]([NH:29][CH2:4][CH2:6][CH2:7][CH2:8][N:9]2[CH2:10][CH2:11][CH2:12][CH:7]([CH2:6][C:4]([O:3][CH2:1][CH3:2])=[O:5])[CH2:8]2)[N:22]=1)[CH2:32][CH2:33][CH3:34], predict the reactants needed to synthesize it. The reactants are: [CH2:1]([O:3][C:4]([CH2:6][CH:7]1[CH2:12][CH2:11][CH2:10][NH:9][CH2:8]1)=[O:5])[CH3:2].BrCCCC[N:18]1[C:26]([O:27][CH3:28])=[N:25][C:24]2[C:19]1=[N:20][C:21]([O:30][CH2:31][CH2:32][CH2:33][CH3:34])=[N:22][C:23]=2[NH2:29]. (4) The reactants are: Br[C:2]1[CH:3]=[CH:4][C:5]([Cl:13])=[C:6]([CH:12]=1)[C:7]([O:9][CH2:10][CH3:11])=[O:8].O.[F:15][C:16]1[CH:21]=[CH:20][C:19](B(O)O)=[CH:18][CH:17]=1.C(=O)([O-])[O-].[Na+].[Na+]. Given the product [Cl:13][C:5]1[CH:4]=[CH:3][C:2]([C:19]2[CH:20]=[CH:21][C:16]([F:15])=[CH:17][CH:18]=2)=[CH:12][C:6]=1[C:7]([O:9][CH2:10][CH3:11])=[O:8], predict the reactants needed to synthesize it. (5) Given the product [C:22]([N:4]1[C:5]2[C:10](=[C:9]([N:11]([S:13]([CH:16]=[CH2:17])(=[O:15])=[O:14])[CH3:12])[CH:8]=[C:7]([C:18]([O:20][CH3:21])=[O:19])[CH:6]=2)[C:2]([Br:1])=[CH:3]1)(=[O:24])[CH3:23], predict the reactants needed to synthesize it. The reactants are: [Br:1][C:2]1[C:10]2[C:5](=[CH:6][C:7]([C:18]([O:20][CH3:21])=[O:19])=[CH:8][C:9]=2[N:11]([S:13]([CH:16]=[CH2:17])(=[O:15])=[O:14])[CH3:12])[NH:4][CH:3]=1.[C:22](OC(=O)C)(=[O:24])[CH3:23].